Predict the reactants needed to synthesize the given product. From a dataset of Full USPTO retrosynthesis dataset with 1.9M reactions from patents (1976-2016). The reactants are: [Cl:1][C:2]1[CH:3]=[C:4]([C:10]2([C:15]([F:18])([F:17])[F:16])[CH2:14][CH2:13][NH:12][CH2:11]2)[CH:5]=[C:6]([Cl:9])[C:7]=1[F:8].F[C:20]1[CH:27]=[CH:26][C:23]([C:24]#[N:25])=[C:22]([C:28]([F:31])([F:30])[F:29])[CH:21]=1.C(N(CC)C(C)C)(C)C.COC(C)(C)C. Given the product [Cl:1][C:2]1[CH:3]=[C:4]([C:10]2([C:15]([F:18])([F:17])[F:16])[CH2:14][CH2:13][N:12]([C:20]3[CH:27]=[CH:26][C:23]([C:24]#[N:25])=[C:22]([C:28]([F:29])([F:31])[F:30])[CH:21]=3)[CH2:11]2)[CH:5]=[C:6]([Cl:9])[C:7]=1[F:8], predict the reactants needed to synthesize it.